This data is from NCI-60 drug combinations with 297,098 pairs across 59 cell lines. The task is: Regression. Given two drug SMILES strings and cell line genomic features, predict the synergy score measuring deviation from expected non-interaction effect. (1) Drug 1: CCC1(C2=C(COC1=O)C(=O)N3CC4=CC5=C(C=CC(=C5CN(C)C)O)N=C4C3=C2)O.Cl. Drug 2: CC1CCCC2(C(O2)CC(NC(=O)CC(C(C(=O)C(C1O)C)(C)C)O)C(=CC3=CSC(=N3)C)C)C. Cell line: SNB-19. Synergy scores: CSS=49.8, Synergy_ZIP=-6.13, Synergy_Bliss=-9.20, Synergy_Loewe=-5.67, Synergy_HSA=-3.39. (2) Drug 1: C1C(C(OC1N2C=NC3=C(N=C(N=C32)Cl)N)CO)O. Drug 2: CCCCC(=O)OCC(=O)C1(CC(C2=C(C1)C(=C3C(=C2O)C(=O)C4=C(C3=O)C=CC=C4OC)O)OC5CC(C(C(O5)C)O)NC(=O)C(F)(F)F)O. Cell line: TK-10. Synergy scores: CSS=39.1, Synergy_ZIP=-6.33, Synergy_Bliss=-5.87, Synergy_Loewe=-8.40, Synergy_HSA=-2.81.